The task is: Regression. Given two drug SMILES strings and cell line genomic features, predict the synergy score measuring deviation from expected non-interaction effect.. This data is from NCI-60 drug combinations with 297,098 pairs across 59 cell lines. (1) Drug 1: C1CCC(C1)C(CC#N)N2C=C(C=N2)C3=C4C=CNC4=NC=N3. Drug 2: CN(C)C1=NC(=NC(=N1)N(C)C)N(C)C. Cell line: NCI-H226. Synergy scores: CSS=-5.75, Synergy_ZIP=-1.97, Synergy_Bliss=-6.65, Synergy_Loewe=-17.2, Synergy_HSA=-9.28. (2) Drug 1: C1CCN(CC1)CCOC2=CC=C(C=C2)C(=O)C3=C(SC4=C3C=CC(=C4)O)C5=CC=C(C=C5)O. Drug 2: CNC(=O)C1=CC=CC=C1SC2=CC3=C(C=C2)C(=NN3)C=CC4=CC=CC=N4. Cell line: M14. Synergy scores: CSS=-1.67, Synergy_ZIP=6.28, Synergy_Bliss=7.98, Synergy_Loewe=1.45, Synergy_HSA=1.90. (3) Drug 1: CC1C(C(=O)NC(C(=O)N2CCCC2C(=O)N(CC(=O)N(C(C(=O)O1)C(C)C)C)C)C(C)C)NC(=O)C3=C4C(=C(C=C3)C)OC5=C(C(=O)C(=C(C5=N4)C(=O)NC6C(OC(=O)C(N(C(=O)CN(C(=O)C7CCCN7C(=O)C(NC6=O)C(C)C)C)C)C(C)C)C)N)C. Drug 2: CC1C(C(CC(O1)OC2CC(CC3=C2C(=C4C(=C3O)C(=O)C5=C(C4=O)C(=CC=C5)OC)O)(C(=O)CO)O)N)O.Cl. Cell line: MDA-MB-231. Synergy scores: CSS=30.2, Synergy_ZIP=7.37, Synergy_Bliss=7.52, Synergy_Loewe=5.75, Synergy_HSA=6.61. (4) Drug 1: CN1CCC(CC1)COC2=C(C=C3C(=C2)N=CN=C3NC4=C(C=C(C=C4)Br)F)OC. Drug 2: CC12CCC(CC1=CCC3C2CCC4(C3CC=C4C5=CN=CC=C5)C)O. Cell line: NCI-H322M. Synergy scores: CSS=33.6, Synergy_ZIP=0.255, Synergy_Bliss=-1.42, Synergy_Loewe=-14.0, Synergy_HSA=-2.08. (5) Drug 1: CC1C(C(=O)NC(C(=O)N2CCCC2C(=O)N(CC(=O)N(C(C(=O)O1)C(C)C)C)C)C(C)C)NC(=O)C3=C4C(=C(C=C3)C)OC5=C(C(=O)C(=C(C5=N4)C(=O)NC6C(OC(=O)C(N(C(=O)CN(C(=O)C7CCCN7C(=O)C(NC6=O)C(C)C)C)C)C(C)C)C)N)C. Drug 2: C1CN(CCN1C(=O)CCBr)C(=O)CCBr. Cell line: MCF7. Synergy scores: CSS=16.9, Synergy_ZIP=-6.08, Synergy_Bliss=-1.45, Synergy_Loewe=0.944, Synergy_HSA=1.94.